This data is from Forward reaction prediction with 1.9M reactions from USPTO patents (1976-2016). The task is: Predict the product of the given reaction. (1) Given the reactants [N:1]1[CH:6]=[CH:5][CH:4]=[C:3]([NH2:7])[CH:2]=1.[Br:8][C:9]1[CH:10]=[CH:11][C:12]([O:18][CH2:19][C:20]2[CH:25]=[CH:24][CH:23]=[CH:22][C:21]=2[Cl:26])=[C:13]([CH:17]=1)[C:14](O)=[O:15].Cl.CN(C)CCCN=C=NCC.ON1C2C=CC=CC=2N=N1, predict the reaction product. The product is: [Br:8][C:9]1[CH:10]=[CH:11][C:12]([O:18][CH2:19][C:20]2[CH:25]=[CH:24][CH:23]=[CH:22][C:21]=2[Cl:26])=[C:13]([CH:17]=1)[C:14]([NH:7][C:3]1[CH:2]=[N:1][CH:6]=[CH:5][CH:4]=1)=[O:15]. (2) Given the reactants [NH2:1][C:2]1[C:7]([NH:8][C:9]2[CH:14]=[CH:13][C:12]([I:15])=[CH:11][C:10]=2[F:16])=[C:6]([CH3:17])[C:5](=[O:18])[N:4]2[CH2:19][CH2:20][O:21][C:3]=12.[CH3:22][C:23]1([CH2:27][S:28](Cl)(=[O:30])=[O:29])[CH2:26][O:25][CH2:24]1, predict the reaction product. The product is: [F:16][C:10]1[CH:11]=[C:12]([I:15])[CH:13]=[CH:14][C:9]=1[NH:8][C:7]1[C:2]([NH:1][S:28]([CH2:27][C:23]2([CH3:22])[CH2:26][O:25][CH2:24]2)(=[O:30])=[O:29])=[C:3]2[O:21][CH2:20][CH2:19][N:4]2[C:5](=[O:18])[C:6]=1[CH3:17]. (3) Given the reactants [F:1][C:2]1[CH:3]=[C:4]([C@H:13]([NH:21][C:22]([C:24]2[CH:25]=[CH:26][C:27](=[O:38])[N:28]([CH2:30][C:31]([O:33]C(C)(C)C)=[O:32])[CH:29]=2)=[O:23])[C:14]2[C:19]([F:20])=[CH:18][CH:17]=[CH:16][N:15]=2)[CH:5]=[CH:6][C:7]=1[O:8][C:9]([F:12])([F:11])[F:10], predict the reaction product. The product is: [F:1][C:2]1[CH:3]=[C:4]([C@H:13]([NH:21][C:22]([C:24]2[CH:25]=[CH:26][C:27](=[O:38])[N:28]([CH2:30][C:31]([OH:33])=[O:32])[CH:29]=2)=[O:23])[C:14]2[C:19]([F:20])=[CH:18][CH:17]=[CH:16][N:15]=2)[CH:5]=[CH:6][C:7]=1[O:8][C:9]([F:11])([F:12])[F:10]. (4) Given the reactants [NH:1]1[C:9]2[C:4](=[CH:5][C:6]([S:10]([NH2:13])(=[O:12])=[O:11])=[CH:7][CH:8]=2)[C:3](=O)[C:2]1=[O:15].[CH:16]1[C:21]([NH:22][NH2:23])=[CH:20][CH:19]=[C:18]([S:24]([NH2:27])(=[O:26])=[O:25])[CH:17]=1.Cl, predict the reaction product. The product is: [O:15]=[C:2]1[C:3](=[N:23][NH:22][C:21]2[CH:20]=[CH:19][C:18]([S:24](=[O:26])(=[O:25])[NH2:27])=[CH:17][CH:16]=2)[C:4]2[C:9](=[CH:8][CH:7]=[C:6]([S:10]([NH2:13])(=[O:12])=[O:11])[CH:5]=2)[NH:1]1.